Task: Predict the reactants needed to synthesize the given product.. Dataset: Full USPTO retrosynthesis dataset with 1.9M reactions from patents (1976-2016) (1) The reactants are: S(Cl)([Cl:3])=O.[F:5][C:6]1[CH:11]=[CH:10][C:9]([C:12]2[N:13]=[CH:14][N:15]([CH2:17]O)[CH:16]=2)=[CH:8][CH:7]=1.C1(C)C=CC=CC=1. Given the product [ClH:3].[Cl:3][CH2:17][N:15]1[CH:16]=[C:12]([C:9]2[CH:10]=[CH:11][C:6]([F:5])=[CH:7][CH:8]=2)[N:13]=[CH:14]1, predict the reactants needed to synthesize it. (2) Given the product [CH3:1][O:2][C:3]1[C:8]2[N:9]=[C:10]([NH:12][C:13](=[O:22])[C:14]3[CH:19]=[CH:18][C:17]([CH2:20][NH:21][C:33](=[O:34])[CH2:32][CH2:31][O:30][CH3:29])=[CH:16][CH:15]=3)[S:11][C:7]=2[C:6]([N:23]2[CH2:28][CH2:27][O:26][CH2:25][CH2:24]2)=[CH:5][CH:4]=1, predict the reactants needed to synthesize it. The reactants are: [CH3:1][O:2][C:3]1[C:8]2[N:9]=[C:10]([NH:12][C:13](=[O:22])[C:14]3[CH:19]=[CH:18][C:17]([CH2:20][NH2:21])=[CH:16][CH:15]=3)[S:11][C:7]=2[C:6]([N:23]2[CH2:28][CH2:27][O:26][CH2:25][CH2:24]2)=[CH:5][CH:4]=1.[CH3:29][O:30][CH2:31][CH2:32][C:33](Cl)=[O:34].